Predict the reaction yield, written as a fraction of the theoretical maximum amount of product (1.0 means a 100% yield; for example, 0.34 means a 34% yield). From a dataset of Reaction yield outcomes from USPTO patents with 853,638 reactions. (1) The reactants are [CH2:1]([O:3][C@@H:4]1[CH2:8][N:7]([C:9](=[O:19])[C@H:10]([CH:16]([CH3:18])[CH3:17])[NH:11][C:12]([O:14][CH3:15])=[O:13])[C@H:6]([C:20]2[NH:24][C:23]3[C:25]4[C:30]([CH:31]=[CH:32][C:22]=3[N:21]=2)=[CH:29][C:28]2[C:33]3[C:38]([CH2:39][O:40][C:27]=2[CH:26]=4)=[CH:37][C:36]([C:41]2[NH:45][C:44]([C@@H:46]4[CH2:50][CH2:49][CH2:48][N:47]4C(OC(C)(C)C)=O)=[N:43][CH:42]=2)=[CH:35][CH:34]=3)[CH2:5]1)[CH3:2].Cl.[CH3:59][O:60][C:61]([NH:63][C@@H:64]([CH:68]([CH3:70])[CH3:69])[C:65](O)=[O:66])=[O:62].CN(C(ON1N=NC2C=CC=NC1=2)=[N+](C)C)C.F[P-](F)(F)(F)(F)F.CCN(C(C)C)C(C)C. The catalyst is C(Cl)Cl.CO.CN(C=O)C.[Li+].[OH-]. The product is [CH2:1]([O:3][C@@H:4]1[CH2:8][N:7]([C:9](=[O:19])[C@@H:10]([NH:11][C:12]([O:14][CH3:15])=[O:13])[CH:16]([CH3:18])[CH3:17])[C@H:6]([C:20]2[NH:24][C:23]3[C:25]4[C:30]([CH:31]=[CH:32][C:22]=3[N:21]=2)=[CH:29][C:28]2[C:33]3[C:38]([CH2:39][O:40][C:27]=2[CH:26]=4)=[CH:37][C:36]([C:41]2[NH:45][C:44]([C@@H:46]4[CH2:50][CH2:49][CH2:48][N:47]4[C:65](=[O:66])[C@@H:64]([NH:63][C:61](=[O:62])[O:60][CH3:59])[CH:68]([CH3:70])[CH3:69])=[N:43][CH:42]=2)=[CH:35][CH:34]=3)[CH2:5]1)[CH3:2]. The yield is 0.170. (2) The reactants are [O:1]1[CH:5]=[CH:4][CH:3]=[C:2]1[C:6]([NH2:8])=[O:7].CCN(C(C)C)C(C)C.Br[CH2:19][C:20]([C:22]1[CH:27]=[CH:26][C:25]([Cl:28])=[CH:24][C:23]=1[Cl:29])=O. The catalyst is CN1C(=O)CCC1.Cl. The product is [Cl:29][C:23]1[CH:24]=[C:25]([Cl:28])[CH:26]=[CH:27][C:22]=1[C:20]1[N:8]=[C:6]([C:2]2[O:1][CH:5]=[CH:4][CH:3]=2)[O:7][CH:19]=1. The yield is 0.550. (3) The reactants are [NH2:1][C:2]1[CH:6]=[CH:5][NH:4][N:3]=1.OP([O-])([O-])=O.[K+].[K+].[Cl:14][CH2:15][CH2:16][CH2:17][C:18](Cl)=[O:19].[OH2:21]. The catalyst is C(Cl)Cl. The product is [Cl:14][CH2:15][CH2:16][CH2:17][C:18]([NH:1][C:2]1[CH:6]=[CH:5][N:4]([C:18](=[O:21])[CH2:17][CH2:16][CH2:15][Cl:14])[N:3]=1)=[O:19]. The yield is 0.340. (4) The reactants are [Cl:1][C:2]1[CH:3]=[CH:4][C:5]([NH:11][C:12]2[C:17]([Cl:18])=[CH:16][N:15]=[C:14]([NH:19][C:20]3[N:24]([CH:25]([CH3:27])[CH3:26])[N:23]=[C:22]([CH3:28])[CH:21]=3)[CH:13]=2)=[C:6]([CH:10]=1)[C:7]([OH:9])=O.C1C=CC2[N:37]([OH:38])N=NC=2C=1.[CH2:39](Cl)CCl.CCN(C(C)C)C(C)C. The catalyst is CN(C)C=O.C(O)(=O)C.O. The product is [Cl:1][C:2]1[CH:3]=[CH:4][C:5]([NH:11][C:12]2[C:17]([Cl:18])=[CH:16][N:15]=[C:14]([NH:19][C:20]3[N:24]([CH:25]([CH3:27])[CH3:26])[N:23]=[C:22]([CH3:28])[CH:21]=3)[CH:13]=2)=[C:6]([CH:10]=1)[C:7]([NH:37][O:38][CH3:39])=[O:9]. The yield is 0.268.